This data is from Peptide-MHC class I binding affinity with 185,985 pairs from IEDB/IMGT. The task is: Regression. Given a peptide amino acid sequence and an MHC pseudo amino acid sequence, predict their binding affinity value. This is MHC class I binding data. (1) The peptide sequence is ANFASQEVK. The MHC is HLA-A11:01 with pseudo-sequence HLA-A11:01. The binding affinity (normalized) is 0.532. (2) The peptide sequence is AYHPQQFIY. The MHC is HLA-A01:01 with pseudo-sequence HLA-A01:01. The binding affinity (normalized) is 0. (3) The peptide sequence is YLMAWKQVL. The MHC is HLA-A02:01 with pseudo-sequence HLA-A02:01. The binding affinity (normalized) is 1.00. (4) The peptide sequence is FPVRPQVPL. The MHC is HLA-A02:03 with pseudo-sequence HLA-A02:03. The binding affinity (normalized) is 0. (5) The peptide sequence is IPVSTNGKI. The MHC is HLA-A02:01 with pseudo-sequence HLA-A02:01. The binding affinity (normalized) is 0.0847. (6) The peptide sequence is RYYDGNIYDL. The MHC is HLA-A68:02 with pseudo-sequence HLA-A68:02. The binding affinity (normalized) is 0.0585. (7) The MHC is HLA-A02:03 with pseudo-sequence HLA-A02:03. The binding affinity (normalized) is 0.448. The peptide sequence is LLGLWGFAAQ. (8) The peptide sequence is FLIGVYQQY. The MHC is HLA-A02:11 with pseudo-sequence HLA-A02:11. The binding affinity (normalized) is 0.523.